Task: Regression. Given a peptide amino acid sequence and an MHC pseudo amino acid sequence, predict their binding affinity value. This is MHC class I binding data.. Dataset: Peptide-MHC class I binding affinity with 185,985 pairs from IEDB/IMGT (1) The peptide sequence is VQTVRTQVY. The MHC is HLA-B40:01 with pseudo-sequence HLA-B40:01. The binding affinity (normalized) is 0. (2) The peptide sequence is SSYLELDTI. The MHC is Mamu-B01 with pseudo-sequence Mamu-B01. The binding affinity (normalized) is 0.865. (3) The peptide sequence is SLLDAHIPQL. The MHC is HLA-B44:02 with pseudo-sequence HLA-B44:02. The binding affinity (normalized) is 0. (4) The peptide sequence is ALPPRAYAM. The MHC is HLA-A02:01 with pseudo-sequence HLA-A02:01. The binding affinity (normalized) is 0.300. (5) The peptide sequence is IYTTNDNNY. The MHC is HLA-B08:03 with pseudo-sequence HLA-B08:03. The binding affinity (normalized) is 0.0847. (6) The peptide sequence is LLLLISLVY. The MHC is HLA-B08:03 with pseudo-sequence HLA-B08:03. The binding affinity (normalized) is 0.0847. (7) The peptide sequence is FIKDGSSTY. The MHC is HLA-B58:01 with pseudo-sequence HLA-B58:01. The binding affinity (normalized) is 0.0212. (8) The peptide sequence is SALNHTKKW. The MHC is HLA-A69:01 with pseudo-sequence HLA-A69:01. The binding affinity (normalized) is 0.0847. (9) The peptide sequence is VYIGDPAQL. The MHC is HLA-A26:01 with pseudo-sequence HLA-A26:01. The binding affinity (normalized) is 0. (10) The peptide sequence is SSLLNNQFGT. The MHC is H-2-Kb with pseudo-sequence H-2-Kb. The binding affinity (normalized) is 0.